Dataset: Full USPTO retrosynthesis dataset with 1.9M reactions from patents (1976-2016). Task: Predict the reactants needed to synthesize the given product. (1) Given the product [CH3:21][N:19]([CH3:20])[CH2:18][CH2:17][N:12]1[C:11](=[O:22])[C:10]2[CH:23]=[CH:24][CH:25]=[C:8]3[C:9]=2[C:14](=[C:15]2[C:2]([NH:1][C:36]([NH:35][C:30]4[CH:31]=[CH:32][CH:33]=[CH:34][C:29]=4[O:28][C:27]([F:26])([F:38])[F:39])=[S:37])=[CH:3][CH:4]=[CH:5][C:6]2=[CH:7]3)[C:13]1=[O:16], predict the reactants needed to synthesize it. The reactants are: [NH2:1][C:2]1[C:15]2[C:6](=[CH:7][C:8]3[C:9]4[C:14]=2[C:13](=[O:16])[N:12]([CH2:17][CH2:18][N:19]([CH3:21])[CH3:20])[C:11](=[O:22])[C:10]=4[CH:23]=[CH:24][CH:25]=3)[CH:5]=[CH:4][CH:3]=1.[F:26][C:27]([F:39])([F:38])[O:28][C:29]1[CH:34]=[CH:33][CH:32]=[CH:31][C:30]=1[N:35]=[C:36]=[S:37]. (2) The reactants are: [CH3:1][C@H:2]1[NH:7][CH2:6][CH2:5][N:4]([C:8]([O:10][C:11]([CH3:14])([CH3:13])[CH3:12])=[O:9])[CH2:3]1.[S:15](N)([NH2:18])(=[O:17])=[O:16]. Given the product [NH2:18][S:15]([N:7]1[CH2:6][CH2:5][N:4]([C:8]([O:10][C:11]([CH3:13])([CH3:12])[CH3:14])=[O:9])[CH2:3][C@H:2]1[CH3:1])(=[O:17])=[O:16], predict the reactants needed to synthesize it. (3) The reactants are: O=S(Cl)Cl.[CH:5]1([NH:10][C:11]2([CH2:16]Cl)[CH2:15][CH2:14][CH2:13][CH2:12]2)[CH2:9][CH2:8][CH2:7][CH2:6]1.ClCCN.[CH3:22][C:23]1[CH:28]=[C:27]([N+:29]([O-:31])=[O:30])[CH:26]=[CH:25][C:24]=1[N:32]=[C:33]=[O:34]. Given the product [CH:5]1([N:10]2[C:11]3([CH2:15][CH2:14][CH2:13][CH2:12]3)[CH2:16][O:34][C:33]2=[N:32][C:24]2[CH:25]=[CH:26][C:27]([N+:29]([O-:31])=[O:30])=[CH:28][C:23]=2[CH3:22])[CH2:9][CH2:8][CH2:7][CH2:6]1, predict the reactants needed to synthesize it. (4) Given the product [CH3:15][N:14]([CH3:16])[CH2:13][CH2:12][O:11][C:7]1[CH:6]=[C:5]2[C:10](=[CH:9][CH:8]=1)[CH2:2][N:3]([C:32]([C:19]1[CH:20]=[C:21]3[C:25](=[CH:26][C:18]=1[OH:17])[NH:24][N:23]=[C:22]3[CH2:27][CH2:28][CH:29]([CH3:31])[CH3:30])=[O:33])[CH2:4]2, predict the reactants needed to synthesize it. The reactants are: Cl.[CH2:2]1[C:10]2[C:5](=[CH:6][C:7]([O:11][CH2:12][CH2:13][N:14]([CH3:16])[CH3:15])=[CH:8][CH:9]=2)[CH2:4][NH:3]1.[OH:17][C:18]1[CH:26]=[C:25]2[C:21]([C:22]([CH2:27][CH2:28][CH:29]([CH3:31])[CH3:30])=[N:23][NH:24]2)=[CH:20][C:19]=1[C:32](O)=[O:33]. (5) Given the product [F:22][C:20]([F:23])([F:21])[C:18]1[N:19]=[C:15]([NH:14][C:11]2[CH:12]=[CH:13][C:8]([C@H:6]([C:5]3[N:1]([OH:26])[N:2]=[N:3][CH:4]=3)[CH3:7])=[CH:9][CH:10]=2)[S:16][CH:17]=1, predict the reactants needed to synthesize it. The reactants are: [NH:1]1[C:5]([C@@H:6]([C:8]2[CH:13]=[CH:12][C:11]([NH:14][C:15]3[S:16][CH:17]=[C:18]([C:20]([F:23])([F:22])[F:21])[N:19]=3)=[CH:10][CH:9]=2)[CH3:7])=[CH:4][N:3]=[N:2]1.CC[O:26]C(C)=O.